From a dataset of Forward reaction prediction with 1.9M reactions from USPTO patents (1976-2016). Predict the product of the given reaction. (1) Given the reactants [CH3:1][N:2]1[CH:6]=[C:5]([C:7]2[CH:12]=[CH:11][CH:10]=[CH:9][CH:8]=2)[N:4]=[C:3]1[CH:13]1[CH2:15][CH:14]1[C:16]([O:18]CC)=[O:17].O.[OH-].[Li+].CO.Cl, predict the reaction product. The product is: [CH3:1][N:2]1[CH:6]=[C:5]([C:7]2[CH:12]=[CH:11][CH:10]=[CH:9][CH:8]=2)[N:4]=[C:3]1[CH:13]1[CH2:15][CH:14]1[C:16]([OH:18])=[O:17]. (2) Given the reactants C[C:2](C)(C)[C@H:3]([NH:8][C:9]([N:11]1[C:19]2[CH2:18][CH2:17][N:16]([CH3:20])[CH2:15][C:14]=2[C:13]([C:21]2[CH:26]=[C:25]([F:27])[C:24]([F:28])=[CH:23][C:22]=2F)=[N:12]1)=[O:10])[C:4](NC)=O.F[C:33]1C=C(C2C3CN(C(OC(C)(C)C)=O)CCC=3NN=2)C=CC=1F.C(N)(C)(C)C, predict the reaction product. The product is: [C:3]([NH:8][C:9]([N:11]1[C:19]2[CH2:18][CH2:17][N:16]([CH3:20])[CH2:15][C:14]=2[C:13]([C:21]2[CH:22]=[CH:23][C:24]([F:28])=[C:25]([F:27])[CH:26]=2)=[N:12]1)=[O:10])([CH3:33])([CH3:4])[CH3:2]. (3) Given the reactants [I:1][C:2]1[CH:7]=[CH:6][C:5]([NH:8][C:9](=[O:14])[C:10]([CH3:13])([CH3:12])[CH3:11])=[CH:4][CH:3]=1.[H-].[Na+].[CH3:17]I.O, predict the reaction product. The product is: [I:1][C:2]1[CH:3]=[CH:4][C:5]([N:8]([CH3:17])[C:9](=[O:14])[C:10]([CH3:11])([CH3:13])[CH3:12])=[CH:6][CH:7]=1. (4) Given the reactants [CH3:1][Si:2]([C:5]#[CH:6])([CH3:4])[CH3:3].NC1C(Br)=[N:12][CH:11]=[C:10](Br)[N:9]=1.[CH2:16]([N:18](CC)CC)[CH3:17], predict the reaction product. The product is: [CH3:1][Si:2]([CH3:4])([CH3:3])[C:5]1[C:6]([NH:18][C:16]#[CH:17])=[N:12][CH:11]=[C:10]([Si:2]([CH3:4])([CH3:3])[CH3:1])[N:9]=1. (5) Given the reactants Cl[C:2]1[C:3]2[S:10][CH:9]=[C:8]([C:11]([NH:13][C:14]3[C:19]([F:20])=[CH:18][CH:17]=[C:16]([N:21]([CH2:28][C:29]4[CH:34]=[CH:33][C:32]([O:35][CH3:36])=[CH:31][CH:30]=4)[S:22]([CH2:25][CH2:26][CH3:27])(=[O:24])=[O:23])[C:15]=3[Cl:37])=[O:12])[C:4]=2[N:5]=[CH:6][N:7]=1.[CH:38]1([NH2:41])[CH2:40][CH2:39]1.O1CCOCC1, predict the reaction product. The product is: [Cl:37][C:15]1[C:16]([N:21]([CH2:28][C:29]2[CH:34]=[CH:33][C:32]([O:35][CH3:36])=[CH:31][CH:30]=2)[S:22]([CH2:25][CH2:26][CH3:27])(=[O:24])=[O:23])=[CH:17][CH:18]=[C:19]([F:20])[C:14]=1[NH:13][C:11]([C:8]1[C:4]2[N:5]=[CH:6][N:7]=[C:2]([NH:41][CH:38]3[CH2:40][CH2:39]3)[C:3]=2[S:10][CH:9]=1)=[O:12]. (6) Given the reactants CS([C:5]1[C:18]2[O:17][CH2:16][C:15]3[C:10](=[CH:11][CH:12]=[CH:13][CH:14]=3)[C:9]=2[N:8]=[C:7]([NH2:19])[N:6]=1)(=O)=O.[CH3:20][N:21]1[CH2:26][CH2:25][NH:24][CH2:23][CH2:22]1, predict the reaction product. The product is: [CH3:20][N:21]1[CH2:26][CH2:25][N:24]([C:5]2[C:18]3[O:17][CH2:16][C:15]4[C:10](=[CH:11][CH:12]=[CH:13][CH:14]=4)[C:9]=3[N:8]=[C:7]([NH2:19])[N:6]=2)[CH2:23][CH2:22]1. (7) Given the reactants [CH2:1]([C:4]1[CH:9]=[CH:8][C:7]([S:10]([C:13]2[CH:18]=[CH:17][CH:16]=[CH:15][CH:14]=2)(=[O:12])=[O:11])=[CH:6][C:5]=1[S:19]([NH:22][CH:23]1[CH2:28][CH2:27][N:26](C(OC(C)(C)C)=O)[CH2:25][CH2:24]1)(=[O:21])=[O:20])[CH2:2][CH3:3].Cl, predict the reaction product. The product is: [C:13]1([S:10]([C:7]2[CH:8]=[CH:9][C:4]([CH2:1][CH2:2][CH3:3])=[C:5]([S:19]([NH:22][CH:23]3[CH2:24][CH2:25][NH:26][CH2:27][CH2:28]3)(=[O:20])=[O:21])[CH:6]=2)(=[O:11])=[O:12])[CH:18]=[CH:17][CH:16]=[CH:15][CH:14]=1. (8) Given the reactants Cl[CH2:2][CH2:3][CH2:4][CH2:5][CH2:6][N:7]1[C:15]2[C:10](=[CH:11][CH:12]=[CH:13][CH:14]=2)[C:9]2[CH2:16][CH2:17][S:18][C:19]3[CH:24]=[CH:23][CH:22]=[CH:21][C:20]=3[C:8]1=2.[CH3:25][NH:26][CH2:27][CH2:28][CH2:29][CH3:30], predict the reaction product. The product is: [CH2:27]([N:26]([CH3:25])[CH2:2][CH2:3][CH2:4][CH2:5][CH2:6][N:7]1[C:15]2[C:10](=[CH:11][CH:12]=[CH:13][CH:14]=2)[C:9]2[CH2:16][CH2:17][S:18][C:19]3[CH:24]=[CH:23][CH:22]=[CH:21][C:20]=3[C:8]1=2)[CH2:28][CH2:29][CH3:30].